This data is from Forward reaction prediction with 1.9M reactions from USPTO patents (1976-2016). The task is: Predict the product of the given reaction. (1) Given the reactants [I-].[C:2]([O:6][C:7]([N:9]1[CH2:14][CH2:13][CH:12]([CH2:15][P+](C2C=CC=CC=2)(C2C=CC=CC=2)C2C=CC=CC=2)[CH2:11][CH2:10]1)=[O:8])([CH3:5])([CH3:4])[CH3:3].C1(C)C=CC=CC=1.C[Si]([N-][Si](C)(C)C)(C)C.[K+].[F:52][C:53]([F:64])([C:58]1[CH:63]=[CH:62][CH:61]=[CH:60][N:59]=1)[CH:54](OC)O, predict the reaction product. The product is: [C:2]([O:6][C:7]([N:9]1[CH2:10][CH2:11][CH:12]([CH:15]=[CH:54][C:53]([F:64])([F:52])[C:58]2[CH:63]=[CH:62][CH:61]=[CH:60][N:59]=2)[CH2:13][CH2:14]1)=[O:8])([CH3:3])([CH3:4])[CH3:5]. (2) Given the reactants Br[C:2]1[C:10]2[C:5](=[CH:6][CH:7]=[CH:8][C:9]=2[N+:11]([O-])=O)[N:4]([CH2:14][C:15]2[CH:20]=[CH:19][CH:18]=[C:17]([CH:21]([CH3:23])[CH3:22])[N:16]=2)[N:3]=1, predict the reaction product. The product is: [CH:21]([C:17]1[N:16]=[C:15]([CH2:14][N:4]2[C:5]3[CH:6]=[CH:7][CH:8]=[C:9]([NH2:11])[C:10]=3[CH:2]=[N:3]2)[CH:20]=[CH:19][CH:18]=1)([CH3:23])[CH3:22].